From a dataset of NCI-60 drug combinations with 297,098 pairs across 59 cell lines. Regression. Given two drug SMILES strings and cell line genomic features, predict the synergy score measuring deviation from expected non-interaction effect. Drug 2: CNC(=O)C1=NC=CC(=C1)OC2=CC=C(C=C2)NC(=O)NC3=CC(=C(C=C3)Cl)C(F)(F)F. Drug 1: CC1C(C(CC(O1)OC2CC(OC(C2O)C)OC3=CC4=CC5=C(C(=O)C(C(C5)C(C(=O)C(C(C)O)O)OC)OC6CC(C(C(O6)C)O)OC7CC(C(C(O7)C)O)OC8CC(C(C(O8)C)O)(C)O)C(=C4C(=C3C)O)O)O)O. Cell line: HS 578T. Synergy scores: CSS=53.7, Synergy_ZIP=1.17, Synergy_Bliss=-1.12, Synergy_Loewe=-52.9, Synergy_HSA=-4.33.